The task is: Predict the reactants needed to synthesize the given product.. This data is from Retrosynthesis with 50K atom-mapped reactions and 10 reaction types from USPTO. (1) Given the product CCCCn1c(CC)nc(-c2ccccc2)c1CN(Cc1cccc(OCC)c1)Cc1ccc2c(c1)OCCO2, predict the reactants needed to synthesize it. The reactants are: C=Cc1nc(-c2ccccc2)c(CN(Cc2cccc(OCC)c2)Cc2ccc3c(c2)OCCO3)n1CCCC. (2) Given the product COCc1cc(-c2nc(-c3cccc(C(=O)N(C)CC(=O)OC)c3)no2)ccc1-c1ccccc1C, predict the reactants needed to synthesize it. The reactants are: CNCC(=O)OC.COCc1cc(-c2nc(-c3cccc(C(=O)Cl)c3)no2)ccc1-c1ccccc1C. (3) Given the product CC(C)(C)OC(=O)CCOCCc1ccc2sccc2c1, predict the reactants needed to synthesize it. The reactants are: C=CC(=O)OC(C)(C)C.OCCc1ccc2sccc2c1. (4) The reactants are: NC(=S)c1cn(CC2CCCCC2)c2c(Cl)cccc12.O=C(CCl)CCl. Given the product ClCc1csc(-c2cn(CC3CCCCC3)c3c(Cl)cccc23)n1, predict the reactants needed to synthesize it.